Dataset: Forward reaction prediction with 1.9M reactions from USPTO patents (1976-2016). Task: Predict the product of the given reaction. (1) The product is: [OH:53][C:50]1[CH:51]=[CH:52][C:47]([NH:46][C:8]([C:5]2[C:4](=[O:11])[N:3]([C:12]3[CH:17]=[CH:16][CH:15]=[CH:14][CH:13]=3)[N:2]([CH3:1])[C:6]=2[CH3:7])=[O:10])=[CH:48][CH:49]=1. Given the reactants [CH3:1][N:2]1[C:6]([CH3:7])=[C:5]([C:8]([OH:10])=O)[C:4](=[O:11])[N:3]1[C:12]1[CH:17]=[CH:16][CH:15]=[CH:14][CH:13]=1.C1C=NC2N(O)N=NC=2C=1.CCN=C=NCCCN(C)C.CCN(CC)CC.[NH2:46][C:47]1[CH:52]=[CH:51][C:50]([OH:53])=[CH:49][CH:48]=1, predict the reaction product. (2) Given the reactants [CH2:1]=[C:2]1[CH2:7][CH2:6][CH2:5][CH2:4][CH:3]1[CH2:8][O:9][CH2:10][C:11]1[CH:16]=[CH:15][CH:14]=[CH:13][CH:12]=1.[CH2:17]1C2(CCC(C(OCC)=O)CC2)C1, predict the reaction product. The product is: [CH2:10]([O:9][CH2:8][CH:3]1[CH2:4][CH2:5][CH2:6][CH2:7][C:2]21[CH2:17][CH2:1]2)[C:11]1[CH:12]=[CH:13][CH:14]=[CH:15][CH:16]=1.